Dataset: Peptide-MHC class I binding affinity with 185,985 pairs from IEDB/IMGT. Task: Regression. Given a peptide amino acid sequence and an MHC pseudo amino acid sequence, predict their binding affinity value. This is MHC class I binding data. (1) The peptide sequence is QPMEHKYSW. The binding affinity (normalized) is 0.625. The MHC is HLA-B53:01 with pseudo-sequence HLA-B53:01. (2) The peptide sequence is KELNIGRTF. The MHC is HLA-B40:01 with pseudo-sequence HLA-B40:01. The binding affinity (normalized) is 0.260.